Dataset: Forward reaction prediction with 1.9M reactions from USPTO patents (1976-2016). Task: Predict the product of the given reaction. (1) Given the reactants [Cl:1][C:2]1[CH:7]=[CH:6][N:5]=[C:4]([C:8]([NH:10][CH3:11])=[O:9])[CH:3]=1.[NH2:12][C:13]1[CH:18]=[CH:17][C:16]([OH:19])=[CH:15][CH:14]=1, predict the reaction product. The product is: [Cl:1][C:2]1[CH:7]=[CH:6][N:5]=[C:4]([C:8]([NH:10][CH3:11])=[O:9])[CH:3]=1.[CH3:11][NH:10][C:8]([C:4]1[CH:3]=[C:2]([O:19][C:16]2[CH:17]=[CH:18][C:13]([NH2:12])=[CH:14][CH:15]=2)[CH:7]=[CH:6][N:5]=1)=[O:9]. (2) Given the reactants C([O:5][C:6]([C:8]1[C:9]([N:26]2[CH2:31][CH2:30][CH2:29][CH2:28][CH2:27]2)=[N:10][C:11]2[C:16]([C:17]=1[C:18]1[CH:23]=[CH:22][CH:21]=[C:20]([Cl:24])[CH:19]=1)=[CH:15][C:14]([Cl:25])=[CH:13][CH:12]=2)=[O:7])(C)(C)C.Cl, predict the reaction product. The product is: [Cl:25][C:14]1[CH:15]=[C:16]2[C:11](=[CH:12][CH:13]=1)[N:10]=[C:9]([N:26]1[CH2:27][CH2:28][CH2:29][CH2:30][CH2:31]1)[C:8]([C:6]([OH:7])=[O:5])=[C:17]2[C:18]1[CH:23]=[CH:22][CH:21]=[C:20]([Cl:24])[CH:19]=1. (3) Given the reactants I[C:2]1[S:3][CH:4]=[C:5]([C:7]([N:9]2[CH2:14][CH2:13][CH2:12][CH2:11][CH:10]2[CH3:15])=[O:8])[N:6]=1.[CH3:16][O:17][C:18]1[CH:23]=[CH:22][CH:21]=[CH:20][C:19]=1B(O)O.C(=O)([O-])[O-].[K+].[K+], predict the reaction product. The product is: [CH3:16][O:17][C:18]1[CH:23]=[CH:22][CH:21]=[CH:20][C:19]=1[C:2]1[S:3][CH:4]=[C:5]([C:7]([N:9]2[CH2:14][CH2:13][CH2:12][CH2:11][CH:10]2[CH3:15])=[O:8])[N:6]=1. (4) Given the reactants Br[C:2]1[CH:7]=[C:6]([CH3:8])[C:5]([CH3:9])=[CH:4][C:3]=1[N+:10]([O-:12])=[O:11].[CH2:13]([NH2:19])[CH2:14][CH2:15][CH2:16][CH2:17][CH3:18], predict the reaction product. The product is: [CH2:13]([NH:19][C:2]1[CH:7]=[C:6]([CH3:8])[C:5]([CH3:9])=[CH:4][C:3]=1[N+:10]([O-:12])=[O:11])[CH2:14][CH2:15][CH2:16][CH2:17][CH3:18]. (5) The product is: [F:32][C:26]1[CH:27]=[CH:28][CH:29]=[C:30]([F:31])[C:25]=1[C:24]([NH:23][C:19]1[CH:20]=[CH:21][CH:22]=[C:17]([C:9]2[C:8]([C:6]3[CH:5]=[CH:4][N:3]=[C:2]([NH:34][C:35]4[CH:36]=[CH:37][C:38]([O:42][CH3:43])=[C:39]([OH:41])[CH:40]=4)[N:7]=3)=[C:12]3[CH:13]=[CH:14][CH:15]=[CH:16][N:11]3[N:10]=2)[CH:18]=1)=[O:33]. Given the reactants Cl[C:2]1[N:7]=[C:6]([C:8]2[C:9]([C:17]3[CH:18]=[C:19]([NH:23][C:24](=[O:33])[C:25]4[C:30]([F:31])=[CH:29][CH:28]=[CH:27][C:26]=4[F:32])[CH:20]=[CH:21][CH:22]=3)=[N:10][N:11]3[CH:16]=[CH:15][CH:14]=[CH:13][C:12]=23)[CH:5]=[CH:4][N:3]=1.[NH2:34][C:35]1[CH:36]=[CH:37][C:38]([O:42][CH3:43])=[C:39]([OH:41])[CH:40]=1.Cl, predict the reaction product. (6) Given the reactants [Br:1][C:2]1[CH:3]=[CH:4][C:5]2[O:9][C:8]([C:10](=[O:12])[NH2:11])=[C:7]([NH:13][C:14]([CH:16]3CN(C(OC(C)(C)C)=O)C3)=[O:15])[C:6]=2[CH:27]=1.[C:28]([O:32][C:33]([N:35]1[CH2:40][CH2:39][CH:38]([C:41]2[CH:52]=[C:44]3[N:45]=[CH:46]C(C(O)=O)=[CH:48][N:43]3[N:42]=2)[CH2:37][CH2:36]1)=[O:34])([CH3:31])([CH3:30])[CH3:29].C(N1CC(C(O)=O)C1)(OC(C)(C)C)=O, predict the reaction product. The product is: [Br:1][C:2]1[CH:3]=[CH:4][C:5]2[O:9][C:8]([C:10](=[O:12])[NH2:11])=[C:7]([NH:13][C:14]([C:16]3[CH:46]=[N:45][C:44]4[N:43]([N:42]=[C:41]([CH:38]5[CH2:39][CH2:40][N:35]([C:33]([O:32][C:28]([CH3:31])([CH3:30])[CH3:29])=[O:34])[CH2:36][CH2:37]5)[CH:52]=4)[CH:48]=3)=[O:15])[C:6]=2[CH:27]=1.